This data is from Full USPTO retrosynthesis dataset with 1.9M reactions from patents (1976-2016). The task is: Predict the reactants needed to synthesize the given product. (1) The reactants are: C(N(CC)C(C)C)(C)C.[Cl:10][C:11]1[CH:33]=[CH:32][C:14]([CH2:15][NH:16][C:17]([C:19]2[C:20](=[O:31])[C:21]3[CH:28]=[C:27]([CH2:29]Cl)[O:26][C:22]=3[N:23]([CH3:25])[CH:24]=2)=[O:18])=[CH:13][CH:12]=1.[CH3:34][NH:35][CH2:36][CH:37]([C:39]1[N:40]([CH3:44])[CH:41]=[CH:42][CH:43]=1)[OH:38].O. Given the product [Cl:10][C:11]1[CH:33]=[CH:32][C:14]([CH2:15][NH:16][C:17]([C:19]2[C:20](=[O:31])[C:21]3[CH:28]=[C:27]([CH2:29][N:35]([CH2:36][CH:37]([OH:38])[C:39]4[N:40]([CH3:44])[CH:41]=[CH:42][CH:43]=4)[CH3:34])[O:26][C:22]=3[N:23]([CH3:25])[CH:24]=2)=[O:18])=[CH:13][CH:12]=1, predict the reactants needed to synthesize it. (2) The reactants are: Br[C:2]1[CH:3]=[C:4]([C:21]([NH2:23])=[O:22])[C:5]2[NH:6][C:7]3[C:12]([C:13]=2[CH:14]=1)=[CH:11][CH:10]=[C:9]([N:15]1[CH2:20][CH2:19][O:18][CH2:17][CH2:16]1)[CH:8]=3.[C:24]1(B(O)O)[CH:29]=[CH:28][CH:27]=[CH:26][CH:25]=1.C([O-])([O-])=O.[Na+].[Na+]. Given the product [O:18]1[CH2:19][CH2:20][N:15]([C:9]2[CH:8]=[C:7]3[C:12]([C:13]4[CH:14]=[C:2]([C:24]5[CH:29]=[CH:28][CH:27]=[CH:26][CH:25]=5)[CH:3]=[C:4]([C:21]([NH2:23])=[O:22])[C:5]=4[NH:6]3)=[CH:11][CH:10]=2)[CH2:16][CH2:17]1, predict the reactants needed to synthesize it. (3) Given the product [Cl:1][C:2]1[CH:14]=[CH:13][C:12]([C:25]2[C:26]([C:31]([O:33][CH3:34])=[O:32])=[N:27][CH:28]=[CH:29][CH:30]=2)=[CH:11][C:3]=1[C:4]([O:6][C:7]([CH3:8])([CH3:9])[CH3:10])=[O:5], predict the reactants needed to synthesize it. The reactants are: [Cl:1][C:2]1[CH:14]=[CH:13][C:12](B2OC(C)(C)C(C)(C)O2)=[CH:11][C:3]=1[C:4]([O:6][C:7]([CH3:10])([CH3:9])[CH3:8])=[O:5].I[C:25]1[C:26]([C:31]([O:33][CH3:34])=[O:32])=[N:27][CH:28]=[CH:29][CH:30]=1.O1CCCC1.C(=O)([O-])[O-].[K+].[K+]. (4) Given the product [C:17]([NH:16][C:13]1[C:14](=[O:15])[N:9]([CH2:8][C:6]([OH:7])=[O:5])[C:10]([C:25]2[CH:30]=[CH:29][CH:28]=[CH:27][CH:26]=2)=[N:11][CH:12]=1)(=[O:24])[C:18]1[CH:19]=[CH:20][CH:21]=[CH:22][CH:23]=1, predict the reactants needed to synthesize it. The reactants are: C([O:5][C:6]([CH2:8][N:9]1[C:14](=[O:15])[C:13]([NH:16][C:17](=[O:24])[C:18]2[CH:23]=[CH:22][CH:21]=[CH:20][CH:19]=2)=[CH:12][N:11]=[C:10]1[C:25]1[CH:30]=[CH:29][CH:28]=[CH:27][CH:26]=1)=[O:7])(C)(C)C.FC(F)(F)C(O)=O. (5) Given the product [CH3:14][O:15][C:16]1[CH:17]=[CH:18][C:19]([S:22]([N:11]2[CH2:12][CH2:13][CH:8]([N:4]3[CH2:5][CH2:6][CH2:7][CH:2]([CH3:1])[CH2:3]3)[CH2:9][CH2:10]2)(=[O:24])=[O:23])=[CH:20][CH:21]=1, predict the reactants needed to synthesize it. The reactants are: [CH3:1][CH:2]1[CH2:7][CH2:6][CH2:5][N:4]([CH:8]2[CH2:13][CH2:12][NH:11][CH2:10][CH2:9]2)[CH2:3]1.[CH3:14][O:15][C:16]1[CH:21]=[CH:20][C:19]([S:22](Cl)(=[O:24])=[O:23])=[CH:18][CH:17]=1. (6) Given the product [Br:6][C:7]1[CH:15]=[N:14][CH:13]=[CH:12][C:8]=1[C:9]([O:11][CH3:16])=[O:10], predict the reactants needed to synthesize it. The reactants are: OS(O)(=O)=O.[Br:6][C:7]1[CH:15]=[N:14][CH:13]=[CH:12][C:8]=1[C:9]([OH:11])=[O:10].[C:16]([O-])(O)=O.[Na+].[OH-].[Na+]. (7) Given the product [Cl:44][C:25]1[CH:24]=[C:23]([NH:22][C:19]2[C:20]3[N:12]([CH2:11][CH2:10][OH:9])[CH:13]=[CH:14][C:15]=3[N:16]=[CH:17][N:18]=2)[CH:43]=[CH:42][C:26]=1[O:27][C:28]1[CH:29]=[C:30]([CH:39]=[CH:40][CH:41]=1)[C:31]([NH:33][CH2:34][C:35]([OH:38])([CH3:37])[CH3:36])=[O:32], predict the reactants needed to synthesize it. The reactants are: C([O:9][CH2:10][CH2:11][N:12]1[C:20]2[C:19](Cl)=[N:18][CH:17]=[N:16][C:15]=2[CH:14]=[CH:13]1)(=O)C1C=CC=CC=1.[NH2:22][C:23]1[CH:43]=[CH:42][C:26]([O:27][C:28]2[CH:29]=[C:30]([CH:39]=[CH:40][CH:41]=2)[C:31]([NH:33][CH2:34][C:35]([OH:38])([CH3:37])[CH3:36])=[O:32])=[C:25]([Cl:44])[CH:24]=1.Cl.N1C=CC=CC=1.[OH-].[Na+].[Cl-].[NH4+].